Task: Predict the reaction yield, written as a fraction of the theoretical maximum amount of product (1.0 means a 100% yield; for example, 0.34 means a 34% yield).. Dataset: Reaction yield outcomes from USPTO patents with 853,638 reactions (1) The reactants are CC([O-])(C)C.[K+].CC1C=CC(S([CH2:17][N+:18]#[C-])(=O)=O)=CC=1.[F:20][C:21]1[CH:22]=[C:23]([CH:26]=[CH:27][C:28]=1[O:29][CH3:30])[CH:24]=O.CO. The catalyst is C1COCC1.O. The product is [F:20][C:21]1[CH:22]=[C:23]([CH2:24][C:17]#[N:18])[CH:26]=[CH:27][C:28]=1[O:29][CH3:30]. The yield is 0.580. (2) The reactants are [CH2:1]([NH2:5])[CH2:2][CH2:3][CH3:4].[C:6]1(C2C=CC=CC=2)[CH:11]=[CH:10][C:9]([CH2:12][C@H:13]([NH:23][C:24]([N:26]([CH:32]([CH2:41][C:42]([O:44][CH2:45][CH3:46])=[O:43])[CH2:33][S:34][C:35]2[CH:40]=[CH:39][CH:38]=[CH:37][CH:36]=2)[CH2:27][CH2:28][CH:29]([CH3:31])[CH3:30])=[O:25])[C:14](OC2C=CC=CC=2)=[O:15])=[CH:8][CH:7]=1. The catalyst is O1CCCC1. The product is [C:6]1([C:6]2[CH:11]=[CH:10][CH:9]=[CH:8][CH:7]=2)[CH:7]=[CH:8][C:9]([CH2:12][C@H:13]([NH:23][C:24]([N:26]([CH:32]([CH2:41][C:42]([O:44][CH2:45][CH3:46])=[O:43])[CH2:33][S:34][C:35]2[CH:36]=[CH:37][CH:38]=[CH:39][CH:40]=2)[CH2:27][CH2:28][CH:29]([CH3:30])[CH3:31])=[O:25])[C:14]([NH:5][CH2:1][CH2:2][CH2:3][CH3:4])=[O:15])=[CH:10][CH:11]=1. The yield is 0.900.